Task: Predict the reactants needed to synthesize the given product.. Dataset: Full USPTO retrosynthesis dataset with 1.9M reactions from patents (1976-2016) Given the product [F:1][C:2]1[CH:7]=[C:6]([F:8])[CH:5]=[CH:4][C:3]=1[N:9]1[C:13]([C:14]2[N:15]=[C:16]3[C:22]4[CH:23]=[C:24]([C:27]([N:34]5[CH2:35][CH2:36][N:31]([CH2:37][CH2:38][OH:39])[CH2:32][CH2:33]5)=[O:28])[CH:25]=[CH:26][C:21]=4[O:20][CH2:19][CH2:18][N:17]3[CH:30]=2)=[N:12][CH:11]=[N:10]1, predict the reactants needed to synthesize it. The reactants are: [F:1][C:2]1[CH:7]=[C:6]([F:8])[CH:5]=[CH:4][C:3]=1[N:9]1[C:13]([C:14]2[N:15]=[C:16]3[C:22]4[CH:23]=[C:24]([C:27](O)=[O:28])[CH:25]=[CH:26][C:21]=4[O:20][CH2:19][CH2:18][N:17]3[CH:30]=2)=[N:12][CH:11]=[N:10]1.[N:31]1([CH2:37][CH2:38][OH:39])[CH2:36][CH2:35][NH:34][CH2:33][CH2:32]1.